Dataset: Reaction yield outcomes from USPTO patents with 853,638 reactions. Task: Predict the reaction yield, written as a fraction of the theoretical maximum amount of product (1.0 means a 100% yield; for example, 0.34 means a 34% yield). (1) The reactants are [CH2:1]([O:3][C:4](=[O:16])[C:5]([O:8][C:9]1[CH:14]=[CH:13][CH:12]=[C:11]([NH2:15])[CH:10]=1)([CH3:7])[CH3:6])[CH3:2].C([O-])([O-])=O.[Na+].[Na+].I[CH2:24][CH2:25][C:26]1[CH:31]=[CH:30][C:29]([C:32]([F:35])([F:34])[F:33])=[CH:28][CH:27]=1. No catalyst specified. The product is [CH2:1]([O:3][C:4](=[O:16])[C:5]([CH3:7])([O:8][C:9]1[CH:14]=[CH:13][CH:12]=[C:11]([NH:15][CH2:24][CH2:25][C:26]2[CH:27]=[CH:28][C:29]([C:32]([F:33])([F:34])[F:35])=[CH:30][CH:31]=2)[CH:10]=1)[CH3:6])[CH3:2]. The yield is 0.430. (2) The reactants are [CH3:1][C:2]1([CH3:19])[CH2:6][O:5][C:4]2[CH:7]=[C:8]([CH3:18])[C:9]([C:11]3[CH:12]=[CH:13][C:14]([NH2:17])=[N:15][CH:16]=3)=[CH:10][C:3]1=2.[F:20][C:21]1[CH:29]=[CH:28][CH:27]=[C:26]([F:30])[C:22]=1[C:23](Cl)=[O:24].CCN(C(C)C)C(C)C.C([O-])(O)=O.[Na+].C(Cl)Cl. The catalyst is C(Cl)Cl. The product is [F:20][C:21]1[CH:29]=[CH:28][CH:27]=[C:26]([F:30])[C:22]=1[C:23]([NH:17][C:14]1[CH:13]=[CH:12][C:11]([C:9]2[C:8]([CH3:18])=[CH:7][C:4]3[O:5][CH2:6][C:2]([CH3:19])([CH3:1])[C:3]=3[CH:10]=2)=[CH:16][N:15]=1)=[O:24]. The yield is 0.510. (3) The reactants are [Br:1][C:2]1[C:11]([O:12][CH2:13][C:14]#[N:15])=[CH:10][CH:9]=[C:8]2[C:3]=1[CH:4]=[CH:5][C:6]([CH2:16][N:17]([CH3:33])[C:18]([C:20]1[O:21][C:22]3[CH:32]=[CH:31][CH:30]=[CH:29][C:23]=3[C:24]=1[CH2:25][CH2:26][CH2:27][CH3:28])=[O:19])=[CH:7]2.[N-:34]=[N+:35]=[N-:36].[Na+].[Cl-].[NH4+].[OH-].[Na+]. The catalyst is CN(C=O)C.O. The product is [Br:1][C:2]1[C:11]([O:12][CH2:13][C:14]2[NH:36][N:35]=[N:34][N:15]=2)=[CH:10][CH:9]=[C:8]2[C:3]=1[CH:4]=[CH:5][C:6]([CH2:16][N:17]([CH3:33])[C:18]([C:20]1[O:21][C:22]3[CH:32]=[CH:31][CH:30]=[CH:29][C:23]=3[C:24]=1[CH2:25][CH2:26][CH2:27][CH3:28])=[O:19])=[CH:7]2. The yield is 0.570. (4) No catalyst specified. The yield is 0.710. The product is [CH3:1][C:2]1[N:3]=[C:4]([NH:11][C:12]([N:32]2[CH2:31][CH2:30][N:29]([C:24]3[CH:25]=[CH:26][CH:27]=[CH:28][C:23]=3[S:22][CH3:21])[CH2:34][CH2:33]2)=[O:20])[C:5]([O:9][CH3:10])=[N:6][C:7]=1[CH3:8]. The reactants are [CH3:1][C:2]1[N:3]=[C:4]([NH:11][C:12](=[O:20])OC2C=CC=CC=2)[C:5]([O:9][CH3:10])=[N:6][C:7]=1[CH3:8].[CH3:21][S:22][C:23]1[CH:28]=[CH:27][CH:26]=[CH:25][C:24]=1[N:29]1[CH2:34][CH2:33][NH:32][CH2:31][CH2:30]1. (5) The reactants are N([PH3+])=NN.[PH5].N([CH:9]1[C:21]2[CH:20]=[CH:19][CH:18]=[CH:17][C:16]=2[C:15]2[C:10]1=[CH:11][CH:12]=[CH:13][CH:14]=2)=[N+]=[N-].[N+](=C1C2C=CC=CC=2C2C1=CC=CC=2)=[N-].N=NN.C1[CH2:44][O:43]CC1.[OH2:45]. No catalyst specified. The product is [CH:17]1[C:16]2[C:44](=[O:43])[C:15]3[C:10](=[CH:11][CH:12]=[CH:13][CH:14]=3)[C:9](=[O:45])[C:21]=2[CH:20]=[CH:19][CH:18]=1. The yield is 0.960. (6) The reactants are [Br:1][C:2]1[CH:10]=[CH:9][C:5]([C:6](O)=[O:7])=[C:4]([F:11])[CH:3]=1.O[N:13]1C2C=CC=CC=2N=[N:14]1.Cl.CN(C)CCCN=C=NCC.O.NN. The catalyst is CN(C)C=O.O. The product is [Br:1][C:2]1[CH:10]=[CH:9][C:5]([C:6]([NH:13][NH2:14])=[O:7])=[C:4]([F:11])[CH:3]=1. The yield is 0.740. (7) The reactants are Br[C:2]1[C:3](=[O:33])[N:4]([CH2:22][C:23]2[CH:32]=[CH:31][C:26]([C:27]([O:29][CH3:30])=[O:28])=[CH:25][CH:24]=2)[C:5]2[C:10]([C:11]=1[O:12][CH2:13][C:14]1[CH:19]=[CH:18][C:17]([F:20])=[CH:16][C:15]=1[F:21])=[CH:9][CH:8]=[CH:7][CH:6]=2. The catalyst is CO.[Pd].CC([O-])=O.CC([O-])=O.[Pd+2]. The product is [F:21][C:15]1[CH:16]=[C:17]([F:20])[CH:18]=[CH:19][C:14]=1[CH2:13][O:12][C:11]1[C:10]2[C:5](=[CH:6][CH:7]=[CH:8][CH:9]=2)[N:4]([CH2:22][C:23]2[CH:32]=[CH:31][C:26]([C:27]([O:29][CH3:30])=[O:28])=[CH:25][CH:24]=2)[C:3](=[O:33])[CH:2]=1. The yield is 0.510. (8) The reactants are [Cl:1][C:2]1[CH:3]=[C:4]2[C:8](=[C:9]([NH:11][CH:12]3[CH2:17][CH2:16][O:15][CH2:14][CH2:13]3)[CH:10]=1)[NH:7][C:6]([C:18]1[S:19][CH2:20][C@@H:21]([CH2:23][CH2:24]O)[N:22]=1)=[CH:5]2.N1C=CN=C1.C1(P(C2C=CC=CC=2)C2C=CC=CC=2)C=CC=CC=1.[I:50]I. The catalyst is O1CCCC1.C(OCC)(=O)C. The product is [Cl:1][C:2]1[CH:3]=[C:4]2[C:8](=[C:9]([NH:11][CH:12]3[CH2:17][CH2:16][O:15][CH2:14][CH2:13]3)[CH:10]=1)[NH:7][C:6]([C:18]1[S:19][CH2:20][C@@H:21]([CH2:23][CH2:24][I:50])[N:22]=1)=[CH:5]2. The yield is 0.400. (9) The reactants are [F:1][C:2]1[CH:7]=[CH:6][C:5]([C:8]2[C:16]3[C:11](=[CH:12][CH:13]=C(C#N)[CH:15]=3)[NH:10][N:9]=2)=[CH:4][CH:3]=1.[C:19]([OH:22])(=[O:21])[CH3:20].Cl. The catalyst is O. The product is [F:1][C:2]1[CH:3]=[CH:4][C:5]([C:8]2[C:16]3[C:11](=[CH:12][CH:13]=[C:20]([C:19]([OH:22])=[O:21])[CH:15]=3)[NH:10][N:9]=2)=[CH:6][CH:7]=1. The yield is 0.860. (10) The reactants are [CH3:1][C:2]([CH3:16])([CH3:15])[CH2:3][C@@H:4]1[NH:9][C:8](=[O:10])[C@H:7]([CH2:11][CH:12]([CH3:14])[CH3:13])[NH:6][CH2:5]1.[C:17]1([C@@H:23]2[CH2:25][C@H:24]2[C:26](O)=[O:27])[CH:22]=[CH:21][CH:20]=[CH:19][CH:18]=1.C([C@@H]1N(C([C@@H]2C[C@H]2C2C=CC=CC=2)=O)C[C@H](CC(C)C)NC1=O)C(C)C. No catalyst specified. The product is [CH2:11]([C@@H:7]1[N:6]([C:26]([C@@H:24]2[CH2:25][C@H:23]2[C:17]2[CH:22]=[CH:21][CH:20]=[CH:19][CH:18]=2)=[O:27])[CH2:5][C@H:4]([CH2:3][C:2]([CH3:15])([CH3:16])[CH3:1])[NH:9][C:8]1=[O:10])[CH:12]([CH3:13])[CH3:14]. The yield is 0.640.